From a dataset of Catalyst prediction with 721,799 reactions and 888 catalyst types from USPTO. Predict which catalyst facilitates the given reaction. (1) Reactant: [CH:1]1[C:10]2[C:5](=[CH:6][CH:7]=[CH:8][CH:9]=2)[CH:4]=[CH:3][C:2]=1[C:11]([NH:13][C:14]1[CH:37]=[CH:36][C:17]([CH2:18][C:19]2[C:27]3[C:22](=[CH:23][CH:24]=[CH:25][CH:26]=3)[N:21]([CH2:28][C:29]([O:31]CC)=[O:30])[C:20]=2[CH2:34][CH3:35])=[CH:16][CH:15]=1)=[O:12].O.[OH-].[Li+].O1CCCC1.Cl. Product: [CH:1]1[C:10]2[C:5](=[CH:6][CH:7]=[CH:8][CH:9]=2)[CH:4]=[CH:3][C:2]=1[C:11]([NH:13][C:14]1[CH:15]=[CH:16][C:17]([CH2:18][C:19]2[C:27]3[C:22](=[CH:23][CH:24]=[CH:25][CH:26]=3)[N:21]([CH2:28][C:29]([OH:31])=[O:30])[C:20]=2[CH2:34][CH3:35])=[CH:36][CH:37]=1)=[O:12]. The catalyst class is: 6. (2) Reactant: CS(Cl)(=O)=[O:3].C([N:8]([CH2:11][CH3:12])[CH2:9][CH3:10])C.[Cl:13][C:14]1[CH:33]=[CH:32][C:31]([CH2:34][CH2:35][CH2:36][OH:37])=[CH:30][C:15]=1[C:16]([NH:18][CH2:19][C:20]12[CH2:29][CH:24]3[CH2:25][CH:26]([CH2:28][CH:22]([CH2:23]3)[CH2:21]1)[CH2:27]2)=[O:17]. Product: [C:36]([OH:37])(=[O:3])[CH3:35].[Cl:13][C:14]1[CH:33]=[CH:32][C:31]([CH2:34][CH2:12][CH2:11][NH:8][CH2:9][CH2:10][OH:3])=[CH:30][C:15]=1[C:16]([NH:18][CH2:19][C:20]12[CH2:29][CH:24]3[CH2:23][CH:22]([CH2:28][CH:26]([CH2:25]3)[CH2:27]1)[CH2:21]2)=[O:17]. The catalyst class is: 96. (3) Reactant: CC1(C)C(C)(C)OB([C:9]2[CH2:14][CH2:13][N:12]([C:15]([O:17][C:18]([CH3:21])([CH3:20])[CH3:19])=[O:16])[CH2:11][CH:10]=2)O1.C(=O)([O-])[O-].[K+].[K+].Cl[C:30]1[CH:35]=[CH:34][CH:33]=[C:32]([F:36])[N:31]=1. Product: [F:36][C:32]1[N:31]=[C:30]([C:9]2[CH2:14][CH2:13][N:12]([C:15]([O:17][C:18]([CH3:19])([CH3:20])[CH3:21])=[O:16])[CH2:11][CH:10]=2)[CH:35]=[CH:34][CH:33]=1. The catalyst class is: 9. (4) Reactant: [OH-].[Na+].C([O:5][C:6](=[O:35])[CH2:7][N:8]1[C:21]2[C:12](=[C:13]3[C:18](=[CH:19][C:20]=2[O:22][CH2:23][CH2:24][CH3:25])[CH2:17][CH2:16][CH2:15][O:14]3)[C:11](=[O:26])[C:10]([C:27]2[CH:32]=[CH:31][C:30]([O:33][CH3:34])=[CH:29][CH:28]=2)=[CH:9]1)C. Product: [CH3:34][O:33][C:30]1[CH:31]=[CH:32][C:27]([C:10]2[C:11](=[O:26])[C:12]3[C:21](=[C:20]([O:22][CH2:23][CH2:24][CH3:25])[CH:19]=[C:18]4[C:13]=3[O:14][CH2:15][CH2:16][CH2:17]4)[N:8]([CH2:7][C:6]([OH:35])=[O:5])[CH:9]=2)=[CH:28][CH:29]=1. The catalyst class is: 8. (5) Reactant: [F:1][C:2]([F:7])([F:6])[C:3]([OH:5])=[O:4].[CH3:8][N:9]1[CH:13]([C:14]([O:16]C(C)(C)C)=[O:15])[CH2:12][N:11]([C:21]2[CH:22]=[N:23][C:24]([O:27][CH3:28])=[CH:25][CH:26]=2)[C:10]1=[O:29]. Product: [OH:5][C:3]([C:2]([F:7])([F:6])[F:1])=[O:4].[CH3:8][N:9]1[CH:13]([C:14]([OH:16])=[O:15])[CH2:12][N:11]([C:21]2[CH:22]=[N:23][C:24]([O:27][CH3:28])=[CH:25][CH:26]=2)[C:10]1=[O:29]. The catalyst class is: 4. (6) Reactant: C([N:8]1[CH2:13][CH2:12][C:11]([CH:20]2[CH2:25][CH2:24][CH2:23][CH2:22][CH2:21]2)([CH2:14]OS(C)(=O)=O)[CH2:10][CH2:9]1)(OC(C)(C)C)=O.[CH3:26][C:27]([S-:30])(C)[CH3:28].[Na+].O.[C:33]([OH:39])([C:35]([F:38])([F:37])[F:36])=[O:34]. Product: [F:36][C:35]([F:38])([F:37])[C:33]([OH:39])=[O:34].[CH:20]1([C:11]2([CH2:14][S:30][CH:27]([CH3:28])[CH3:26])[CH2:10][CH2:9][NH:8][CH2:13][CH2:12]2)[CH2:21][CH2:22][CH2:23][CH2:24][CH2:25]1. The catalyst class is: 85. (7) Reactant: [C:1]1([C:7]([C:19]2[CH:24]=CC=CC=2)=[N:8][NH:9][C:10]2[CH:11]=[CH:12][C:13]([F:18])=[C:14]([CH:17]=2)[C:15]#[N:16])[CH:6]=CC=C[CH:2]=1.CC(C)C(=O)CC#[N:30].Cl. Product: [NH2:30][C:24]1[N:9]([C:10]2[CH:11]=[CH:12][C:13]([F:18])=[C:14]([CH:17]=2)[C:15]#[N:16])[N:8]=[C:7]([CH:1]([CH3:2])[CH3:6])[CH:19]=1. The catalyst class is: 14.